Dataset: Full USPTO retrosynthesis dataset with 1.9M reactions from patents (1976-2016). Task: Predict the reactants needed to synthesize the given product. (1) Given the product [N:17]1[CH:18]=[CH:19][CH:20]=[CH:21][C:16]=1[N:13]1[C:14]2[CH:1]=[CH:2][CH:3]=[CH:4][C:5]=2[S:6][C:7]2[C:12]1=[CH:11][CH:10]=[CH:9][CH:8]=2, predict the reactants needed to synthesize it. The reactants are: [CH:1]1[C:14]2[NH:13][C:12]3[C:7](=[CH:8][CH:9]=[CH:10][CH:11]=3)[S:6][C:5]=2[CH:4]=[CH:3][CH:2]=1.I[C:16]1[CH:21]=[CH:20][CH:19]=[CH:18][N:17]=1.C(=O)([O-])[O-].[K+].[K+].C1OCCOCCOCCOCCOCCOC1. (2) Given the product [F:20][C:21]1[CH:26]=[C:25]([F:27])[CH:24]=[CH:23][C:22]=1[C:2]1[CH:3]=[N:4][C:5]2[N:6]([CH:8]=[C:9]([CH2:11][O:12][C:13]3[CH:18]=[CH:17][N:16]=[C:15]([F:19])[CH:14]=3)[N:10]=2)[CH:7]=1, predict the reactants needed to synthesize it. The reactants are: Br[C:2]1[CH:3]=[N:4][C:5]2[N:6]([CH:8]=[C:9]([CH2:11][O:12][C:13]3[CH:18]=[CH:17][N:16]=[C:15]([F:19])[CH:14]=3)[N:10]=2)[CH:7]=1.[F:20][C:21]1[CH:26]=[C:25]([F:27])[CH:24]=[CH:23][C:22]=1B(O)O. (3) Given the product [CH2:1]([N:3]1[C:4]2[CH:8]=[C:7]([C:9]3[CH:14]=[CH:13][N:12]=[CH:11][CH:10]=3)[S:6][C:5]=2[C:15](=[O:16])[NH:17][C:20]1([CH2:21][CH3:22])[CH2:19][CH3:18])[CH3:2], predict the reactants needed to synthesize it. The reactants are: [CH2:1]([NH:3][C:4]1[CH:8]=[C:7]([C:9]2[CH:14]=[CH:13][N:12]=[CH:11][CH:10]=2)[S:6][C:5]=1[C:15]([NH2:17])=[O:16])[CH3:2].[CH3:18][CH2:19][C:20](=O)[CH2:21][CH3:22].O.C1(C)C=CC(S(O)(=O)=O)=CC=1.C(=O)([O-])O.[Na+]. (4) Given the product [C:1]([N:9]1[CH2:10][CH2:11][C:12]([CH2:16][N:17]2[C:22](=[O:23])[C:21]3[CH:24]=[N:25][N:26]([C:27]4[CH:28]=[C:29]([CH:34]=[CH:35][CH:36]=4)[C:30]([OH:32])=[O:31])[C:20]=3[N:19]=[CH:18]2)([OH:15])[CH2:13][CH2:14]1)(=[O:8])[C:2]1[CH:7]=[CH:6][CH:5]=[CH:4][CH:3]=1, predict the reactants needed to synthesize it. The reactants are: [C:1]([N:9]1[CH2:14][CH2:13][C:12]([CH2:16][N:17]2[C:22](=[O:23])[C:21]3[CH:24]=[N:25][N:26]([C:27]4[CH:28]=[C:29]([CH:34]=[CH:35][CH:36]=4)[C:30]([O:32]C)=[O:31])[C:20]=3[N:19]=[CH:18]2)([OH:15])[CH2:11][CH2:10]1)(=[O:8])[C:2]1[CH:7]=[CH:6][CH:5]=[CH:4][CH:3]=1.FC(F)(F)C(O)=O.OC1(CN2C(=O)C3C=NN(C4C=C(C=CC=4)C(OC)=O)C=3N=C2)CCNCC1.C(O)(=O)C1C=CC=CC=1.[OH-].[Li+].Cl. (5) Given the product [NH4+:8].[OH-:29].[CH2:13]([C@@H:11]1[CH2:12][NH:8][CH2:9][C@@H:10]1[CH2:20][N:21]([CH:38]([CH3:40])[CH3:39])[C:22](=[O:37])[C:23]1[CH:28]=[CH:27][C:26]([O:29][CH3:30])=[C:25]([O:31][CH2:32][CH2:33][CH2:34][O:35][CH3:36])[CH:24]=1)[C:14]1[CH:19]=[CH:18][CH:17]=[CH:16][CH:15]=1, predict the reactants needed to synthesize it. The reactants are: C([N:8]1[CH2:12][C@@H:11]([CH2:13][C:14]2[CH:19]=[CH:18][CH:17]=[CH:16][CH:15]=2)[C@@H:10]([CH2:20][N:21]([CH:38]([CH3:40])[CH3:39])[C:22](=[O:37])[C:23]2[CH:28]=[CH:27][C:26]([O:29][CH3:30])=[C:25]([O:31][CH2:32][CH2:33][CH2:34][O:35][CH3:36])[CH:24]=2)[CH2:9]1)C1C=CC=CC=1. (6) Given the product [ClH:1].[Cl:1][C:2]1[CH:3]=[CH:4][C:5]2[O:11][CH2:10][CH:9]3[CH2:12][NH:13][CH2:14][CH2:15][N:8]3[C:7](=[O:23])[C:6]=2[N:24]=1, predict the reactants needed to synthesize it. The reactants are: [Cl:1][C:2]1[CH:3]=[CH:4][C:5]2[O:11][CH2:10][CH:9]3[CH2:12][N:13](C(OC(C)(C)C)=O)[CH2:14][CH2:15][N:8]3[C:7](=[O:23])[C:6]=2[N:24]=1.C(OCC)(=O)C.Cl. (7) Given the product [CH2:1]([C@:4]1([CH2:55][CH:56]([CH3:58])[CH3:57])[C:9](=[O:10])[O:8][C@H:7]([C:11]2[CH:16]=[CH:15][CH:14]=[CH:13][CH:12]=2)[C@H:6]([C:17]2[CH:22]=[CH:21][CH:20]=[CH:19][CH:18]=2)[N:5]1[C:23]([O:25][C:26]([CH3:29])([CH3:28])[CH3:27])=[O:24])[CH:2]=[CH2:3], predict the reactants needed to synthesize it. The reactants are: [CH2:1]([C@@H:4]1[C:9](=[O:10])[O:8][C@H:7]([C:11]2[CH:16]=[CH:15][CH:14]=[CH:13][CH:12]=2)[C@H:6]([C:17]2[CH:22]=[CH:21][CH:20]=[CH:19][CH:18]=2)[N:5]1[C:23]([O:25][C:26]([CH3:29])([CH3:28])[CH3:27])=[O:24])[CH:2]=[CH2:3].C1OCCOCCOCCOCCOC1.C[Si]([N-][Si](C)(C)C)(C)C.[Na+].[CH2:55](I)[CH:56]([CH3:58])[CH3:57].[Cl-].[NH4+]. (8) Given the product [C:15]([C:10]1[C:11](=[O:14])[CH:12]=[CH:13][N:8]([C:5]2[CH:4]=[CH:3][C:2]([Cl:1])=[CH:7][CH:6]=2)[N:9]=1)(=[O:16])[CH3:21], predict the reactants needed to synthesize it. The reactants are: [Cl:1][C:2]1[CH:7]=[CH:6][C:5]([N:8]2[CH:13]=[CH:12][C:11](=[O:14])[C:10]([C:15](N(OC)C)=[O:16])=[N:9]2)=[CH:4][CH:3]=1.[CH3:21][Mg]I.Cl.O. (9) Given the product [NH2:38][C:35]1[N:36]=[CH:37][C:32]([C:8]2[CH:9]=[CH:10][C:11]([C:14]3([C:17]([O:19][CH2:20][CH2:23][CH2:40][CH3:41])=[O:18])[CH2:15][CH2:16]3)=[CH:12][CH:13]=2)=[CH:33][N:34]=1, predict the reactants needed to synthesize it. The reactants are: C(=O)([O-])[O-].[Na+].[Na+].Br[C:8]1[CH:13]=[CH:12][C:11]([C:14]2([C:17]([O:19][C:20]([CH3:23])(C)C)=[O:18])[CH2:16][CH2:15]2)=[CH:10][CH:9]=1.CC1(C)C(C)(C)OB([C:32]2[CH:33]=[N:34][C:35]([NH2:38])=[N:36][CH:37]=2)O1.[C:40]1(C)C=CC=C[CH:41]=1. (10) Given the product [CH3:1][O:2][C:3]([C:5]1[N:6]=[C:7]([C:27]2[CH:28]=[N:29][CH:30]=[C:25]([F:24])[CH:26]=2)[C:8]2[C:13]([C:14]=1[OH:15])=[CH:12][CH:11]=[C:10]([O:16][C:17]1[CH:22]=[CH:21][CH:20]=[CH:19][CH:18]=1)[CH:9]=2)=[O:4], predict the reactants needed to synthesize it. The reactants are: [CH3:1][O:2][C:3]([C:5]1[N:6]=[C:7](Br)[C:8]2[C:13]([C:14]=1[OH:15])=[CH:12][CH:11]=[C:10]([O:16][C:17]1[CH:22]=[CH:21][CH:20]=[CH:19][CH:18]=1)[CH:9]=2)=[O:4].[F:24][C:25]1[CH:26]=[C:27](B(O)O)[CH:28]=[N:29][CH:30]=1.C([O-])([O-])=O.[Cs+].[Cs+].Cl.